This data is from Reaction yield outcomes from USPTO patents with 853,638 reactions. The task is: Predict the reaction yield, written as a fraction of the theoretical maximum amount of product (1.0 means a 100% yield; for example, 0.34 means a 34% yield). (1) The reactants are [CH3:1][N:2]([CH3:32])[C:3]([C:5]1[N:26]([CH:27]2[CH2:31][CH2:30][CH2:29][CH2:28]2)[C:8]2[N:9]=[C:10]([NH:13][C:14]3[CH:19]=[CH:18][C:17]([N:20]4[CH2:25][CH2:24][NH:23][CH2:22][CH2:21]4)=[CH:16][N:15]=3)[N:11]=[CH:12][C:7]=2[CH:6]=1)=[O:4].Br[CH2:34][CH2:35][OH:36]. No catalyst specified. The product is [CH3:1][N:2]([CH3:32])[C:3]([C:5]1[N:26]([CH:27]2[CH2:31][CH2:30][CH2:29][CH2:28]2)[C:8]2[N:9]=[C:10]([NH:13][C:14]3[CH:19]=[CH:18][C:17]([N:20]4[CH2:21][CH2:22][N:23]([CH2:34][CH2:35][OH:36])[CH2:24][CH2:25]4)=[CH:16][N:15]=3)[N:11]=[CH:12][C:7]=2[CH:6]=1)=[O:4]. The yield is 0.320. (2) The reactants are [NH:1]1[CH2:6][CH2:5][C:4](=O)[CH2:3][C:2]1=[O:8].[Br:9][C:10]1[CH:11]=[C:12]([CH:15]=[CH:16][C:17]=1[F:18])[CH:13]=O.[NH2:19][C:20](=[CH:22][C:23](=[O:25])[CH3:24])[CH3:21]. The catalyst is C(O)C. The product is [C:23]([C:22]1[CH:13]([C:12]2[CH:15]=[CH:16][C:17]([F:18])=[C:10]([Br:9])[CH:11]=2)[C:3]2[C:2](=[O:8])[NH:1][CH2:6][CH2:5][C:4]=2[NH:19][C:20]=1[CH3:21])(=[O:25])[CH3:24]. The yield is 0.520. (3) The reactants are C1(P(=O)(C2C=CC=CC=2)C2C=CC=CC=2)C=CC=CC=1.FC(F)(F)S(OS(C(F)(F)F)(=O)=O)(=O)=O.C([S:43][C:44]1([CH2:54][NH:55][C:56]([C:58]2[NH:59][C:60]3[C:65]([CH:66]=2)=[CH:64][CH:63]=[CH:62][C:61]=3[N:67]([CH3:76])[S:68]([C:71]2[S:72][CH:73]=[CH:74][CH:75]=2)(=[O:70])=[O:69])=O)[CH2:53][CH2:52][C:47]2([O:51][CH2:50][CH2:49][O:48]2)[CH2:46][CH2:45]1)C1C=CC=CC=1.CSC.C(=O)([O-])O.[Na+]. The catalyst is C(#N)C. The product is [S:43]1[C:44]2([CH2:53][CH2:52][C:47]3([O:51][CH2:50][CH2:49][O:48]3)[CH2:46][CH2:45]2)[CH2:54][N:55]=[C:56]1[C:58]1[NH:59][C:60]2[C:65]([CH:66]=1)=[CH:64][CH:63]=[CH:62][C:61]=2[N:67]([CH3:76])[S:68]([C:71]1[S:72][CH:73]=[CH:74][CH:75]=1)(=[O:70])=[O:69]. The yield is 0.630.